Dataset: Peptide-MHC class I binding affinity with 185,985 pairs from IEDB/IMGT. Task: Regression. Given a peptide amino acid sequence and an MHC pseudo amino acid sequence, predict their binding affinity value. This is MHC class I binding data. (1) The peptide sequence is RGYRIQRLI. The MHC is H-2-Kb with pseudo-sequence H-2-Kb. The binding affinity (normalized) is 0.259. (2) The peptide sequence is TTQALQLFL. The MHC is HLA-A24:02 with pseudo-sequence HLA-A24:02. The binding affinity (normalized) is 0.187. (3) The peptide sequence is LCEEGKVCY. The MHC is HLA-A29:02 with pseudo-sequence HLA-A29:02. The binding affinity (normalized) is 0.00883. (4) The peptide sequence is YQGDYKLFL. The MHC is HLA-A02:02 with pseudo-sequence HLA-A02:02. The binding affinity (normalized) is 0.597. (5) The peptide sequence is FLPSDYFPST. The MHC is HLA-A02:01 with pseudo-sequence HLA-A02:01. The binding affinity (normalized) is 0.536. (6) The peptide sequence is YLGTPNNTY. The MHC is HLA-B27:05 with pseudo-sequence HLA-B27:05. The binding affinity (normalized) is 0.0847.